The task is: Predict the reactants needed to synthesize the given product.. This data is from Full USPTO retrosynthesis dataset with 1.9M reactions from patents (1976-2016). (1) Given the product [CH3:26][N:2]([CH3:1])[C:3]([C:5]1[C:6]2[CH2:7][CH2:8][C@@H:9]([C:20]3[CH:21]=[CH:22][CH:23]=[CH:24][CH:25]=3)[O:10][C:11]=2[C:12]2[N:16]=[C:15]([CH3:17])[N:14]([CH3:18])[C:13]=2[CH:19]=1)=[O:4], predict the reactants needed to synthesize it. The reactants are: [CH3:1][N:2]([CH3:26])[C:3]([C:5]1[C:6]2[CH2:7][CH2:8][CH:9]([C:20]3[CH:25]=[CH:24][CH:23]=[CH:22][CH:21]=3)[O:10][C:11]=2[C:12]2[N:16]=[C:15]([CH3:17])[N:14]([CH3:18])[C:13]=2[CH:19]=1)=[O:4].CCCCCCC.C(O)C.C(NCC)C. (2) Given the product [C:34]([N:26]([C:27]1[CH:28]=[CH:29][C:30]([Cl:33])=[CH:31][CH:32]=1)[C@H:19]1[C:20]2[C:25](=[CH:24][CH:23]=[CH:22][CH:21]=2)[N:16]([C:14]([C:11]2[CH:12]=[CH:13][C:8]([O:7][CH2:6][CH2:5][C:4]([CH3:40])([CH3:39])[C:3]([OH:41])=[O:2])=[C:9]([F:38])[CH:10]=2)=[O:15])[C@@H:17]([CH3:37])[CH2:18]1)(=[O:36])[CH3:35], predict the reactants needed to synthesize it. The reactants are: C[O:2][C:3](=[O:41])[C:4]([CH3:40])([CH3:39])[CH2:5][CH2:6][O:7][C:8]1[CH:13]=[CH:12][C:11]([C:14]([N:16]2[C:25]3[C:20](=[CH:21][CH:22]=[CH:23][CH:24]=3)[C@H:19]([N:26]([C:34](=[O:36])[CH3:35])[C:27]3[CH:32]=[CH:31][C:30]([Cl:33])=[CH:29][CH:28]=3)[CH2:18][C@@H:17]2[CH3:37])=[O:15])=[CH:10][C:9]=1[F:38].[OH-].[Li+].Cl. (3) Given the product [ClH:35].[CH:1]([C:4]1[C:5]([O:31][CH2:32][CH2:33][CH3:34])=[C:6]([CH:28]=[CH:29][CH:30]=1)[CH2:7][N:8]([CH3:27])[C:9](=[O:26])/[CH:10]=[CH:11]/[C:12]1[CH:25]=[N:24][C:15]2[NH:16][C:17](=[O:23])[CH2:18][NH:19][CH2:20][C:14]=2[CH:13]=1)([CH3:3])[CH3:2], predict the reactants needed to synthesize it. The reactants are: [CH:1]([C:4]1[C:5]([O:31][CH2:32][CH2:33][CH3:34])=[C:6]([CH:28]=[CH:29][CH:30]=1)[CH2:7][N:8]([CH3:27])[C:9](=[O:26])/[CH:10]=[CH:11]/[C:12]1[CH:25]=[N:24][C:15]2[NH:16][C:17](=[O:23])[C:18](C)(C)[NH:19][CH2:20][C:14]=2[CH:13]=1)([CH3:3])[CH3:2].[ClH:35]. (4) Given the product [CH3:14][O:13][C:4]1[CH:5]=[C:6]([CH:18]=[O:19])[C:7]2[C:12]([C:3]=1[O:2][CH3:1])=[CH:11][CH:10]=[CH:9][CH:8]=2, predict the reactants needed to synthesize it. The reactants are: [CH3:1][O:2][C:3]1[C:12]2[C:7](=[CH:8][CH:9]=[CH:10][CH:11]=2)[CH:6]=[CH:5][C:4]=1[O:13][CH3:14].CN([CH:18]=[O:19])C.O=P(Cl)(Cl)Cl.